This data is from Reaction yield outcomes from USPTO patents with 853,638 reactions. The task is: Predict the reaction yield, written as a fraction of the theoretical maximum amount of product (1.0 means a 100% yield; for example, 0.34 means a 34% yield). (1) The product is [CH3:1][C@@H:2]1[C@H:11]2[C:5](=[C:6]([CH3:15])[CH2:7][CH2:8][C@@H:9]([C:12]([CH3:14])=[CH2:13])[CH2:10]2)[C@H:4]([OH:16])[CH2:3]1.[CH3:1][C@@H:2]1[C@H:11]2[C:5](=[C:6]([CH3:15])[CH2:7][CH2:8][C@@H:9]([C:12]([CH3:14])=[CH2:13])[CH2:10]2)[C@@H:4]([OH:16])[CH2:3]1. The yield is 0.640. The reactants are [CH3:1][C@@H:2]1[C@H:11]2[C:5](=[C:6]([CH3:15])[CH2:7][CH2:8][C@@H:9]([C:12]([CH3:14])=[CH2:13])[CH2:10]2)[C:4](=[O:16])[CH2:3]1.[BH4-].[Na+].[NH4+].[Cl-]. The catalyst is CO. (2) The yield is 0.800. The product is [NH2:36][C:37]1([C:41]2[CH:46]=[CH:45][C:44]([C:47]3[C:56](=[O:57])[C:55]4[C:50](=[CH:51][CH:52]=[C:53]([O:58][C:59]([F:62])([F:60])[F:61])[CH:54]=4)[O:49][C:48]=3[C:63]3[CH:64]=[CH:65][CH:66]=[CH:67][CH:68]=3)=[CH:43][CH:42]=2)[CH2:40][CH2:39][CH2:38]1. No catalyst specified. The reactants are NC1(C2C=CC(C3C(=O)C4C(=CC=C(F)C=4)OC=3C3C=CC=CC=3)=CC=2)CCC1.C(OC(=O)[NH:36][C:37]1([C:41]2[CH:46]=[CH:45][C:44]([C:47]3[C:56](=[O:57])[C:55]4[C:50](=[CH:51][CH:52]=[C:53]([O:58][C:59]([F:62])([F:61])[F:60])[CH:54]=4)[O:49][C:48]=3[C:63]3[CH:68]=[CH:67][CH:66]=[CH:65][CH:64]=3)=[CH:43][CH:42]=2)[CH2:40][CH2:39][CH2:38]1)(C)(C)C. (3) The reactants are [CH2:1]([NH2:8])[C:2]1[CH:7]=[CH:6][CH:5]=[CH:4][CH:3]=1.[ClH:9].[C:10](=[NH:14])(OC)[CH3:11]. The catalyst is CO. The product is [ClH:9].[CH2:1]([NH:8][C:10](=[NH:14])[CH3:11])[C:2]1[CH:7]=[CH:6][CH:5]=[CH:4][CH:3]=1. The yield is 0.950. (4) The reactants are [NH2:1][C:2]1[CH:3]=[C:4]([CH2:8][CH2:9][C:10]2[C:11]([N:25]3[CH2:30][CH2:29][O:28][CH2:27][CH2:26]3)=[CH:12][C:13]([CH3:24])=[C:14]([NH:16][C:17](=[O:23])[O:18][C:19]([CH3:22])([CH3:21])[CH3:20])[CH:15]=2)[CH:5]=[CH:6][CH:7]=1.C(=O)([O-])[O-].[K+].[K+].[Cl:37][C:38]1[N:43]=[C:42](Cl)[C:41]([Cl:45])=[CH:40][N:39]=1. The catalyst is CN(C)C=O.C(=O)(O)[O-].[Na+]. The product is [Cl:37][C:38]1[N:43]=[C:42]([NH:1][C:2]2[CH:3]=[C:4]([CH2:8][CH2:9][C:10]3[C:11]([N:25]4[CH2:26][CH2:27][O:28][CH2:29][CH2:30]4)=[CH:12][C:13]([CH3:24])=[C:14]([NH:16][C:17](=[O:23])[O:18][C:19]([CH3:20])([CH3:21])[CH3:22])[CH:15]=3)[CH:5]=[CH:6][CH:7]=2)[C:41]([Cl:45])=[CH:40][N:39]=1. The yield is 0.140. (5) The reactants are [NH2:1][C:2]1[N:7]=[C:6]([N:8]2[CH2:13][CH2:12][N:11](C(OC(C)(C)C)=O)[CH2:10][CH2:9]2)[C:5]([NH2:21])=[C:4]([SH:22])[N:3]=1.[C:23](Cl)(=O)[CH2:24][CH2:25][CH2:26][CH2:27][CH3:28]. No catalyst specified. The product is [CH2:24]([C:23]1[S:22][C:4]2[N:3]=[C:2]([NH2:1])[N:7]=[C:6]([N:8]3[CH2:9][CH2:10][NH:11][CH2:12][CH2:13]3)[C:5]=2[N:21]=1)[CH2:25][CH2:26][CH2:27][CH3:28]. The yield is 0.670. (6) The reactants are F[C:2]1[C:7]([F:8])=[CH:6][C:5]([F:9])=[C:4]([O:10][C:11]2[CH:15]=[C:14]([C:16]([F:19])([F:18])[F:17])[S:13][CH:12]=2)[N:3]=1.[F:20][C:21]([F:28])([F:27])[C:22]1[CH:26]=[CH:25][NH:24][N:23]=1.C(=O)([O-])[O-].[K+].[K+]. The catalyst is CN(C)C=O.O.C(OCC)(=O)C. The product is [F:8][C:7]1[C:2]([N:24]2[CH:25]=[CH:26][C:22]([C:21]([F:28])([F:27])[F:20])=[N:23]2)=[N:3][C:4]([O:10][C:11]2[CH:15]=[C:14]([C:16]([F:19])([F:18])[F:17])[S:13][CH:12]=2)=[C:5]([F:9])[CH:6]=1. The yield is 0.610. (7) The yield is 0.280. The product is [CH2:1]([C:5]1[CH:6]=[C:7]2[C:11](=[C:12]([O:14][CH2:15][CH2:16][C:17]3[CH:21]=[CH:20][S:19][CH:18]=3)[CH:13]=1)[NH:10][N:9]=[C:8]2[NH:22][C:23]1[S:24][CH:27]=[CH:28][N:25]=1)[CH:2]([CH3:4])[CH3:3]. The reactants are [CH2:1]([C:5]1[CH:6]=[C:7]2[C:11](=[C:12]([O:14][CH2:15][CH2:16][C:17]3[CH:21]=[CH:20][S:19][CH:18]=3)[CH:13]=1)[NH:10][N:9]=[C:8]2[NH:22][C:23]([NH2:25])=[S:24])[CH:2]([CH3:4])[CH3:3].Br[CH2:27][CH:28](OCC)OCC.C(=O)([O-])O.[Na+]. The catalyst is C(O)C.C(OCC)(=O)C.O1CCCC1. (8) The reactants are [NH2:1][CH2:2][CH2:3][O:4][C:5]1[CH:10]=[CH:9][C:8]([C:11]2[N:12]([CH2:24][CH3:25])[C:13]3[C:18]([C:19]=2[C:20]#[N:21])=[CH:17][CH:16]=[C:15]([O:22][CH3:23])[CH:14]=3)=[CH:7][CH:6]=1.[CH2:26]([N:28]=[C:29]=[O:30])[CH3:27]. The catalyst is N1C=CC=CC=1. The product is [C:20]([C:19]1[C:18]2[C:13](=[CH:14][C:15]([O:22][CH3:23])=[CH:16][CH:17]=2)[N:12]([CH2:24][CH3:25])[C:11]=1[C:8]1[CH:9]=[CH:10][C:5]([O:4][CH2:3][CH2:2][NH:1][C:29]([NH:28][CH2:26][CH3:27])=[O:30])=[CH:6][CH:7]=1)#[N:21]. The yield is 0.930. (9) The reactants are C(OC([N:8]1[CH2:17][CH2:16][N:15]2[C@@H:10]([CH2:11][O:12][CH2:13][C:14]2=[O:18])[CH2:9]1)=O)(C)(C)C.C(O)(C(F)(F)F)=O. The catalyst is C(Cl)Cl. The product is [CH2:11]1[C@H:10]2[CH2:9][NH:8][CH2:17][CH2:16][N:15]2[C:14](=[O:18])[CH2:13][O:12]1. The yield is 0.760.